Dataset: Forward reaction prediction with 1.9M reactions from USPTO patents (1976-2016). Task: Predict the product of the given reaction. (1) Given the reactants [C:1]([O:5][C:6]([N:8]1[C:16]2[C:11](=[CH:12][CH:13]=[C:14]([N+:17]([O-])=O)[CH:15]=2)[CH:10]=[CH:9]1)=[O:7])([CH3:4])([CH3:3])[CH3:2].[H][H], predict the reaction product. The product is: [C:1]([O:5][C:6]([N:8]1[C:16]2[C:11](=[CH:12][CH:13]=[C:14]([NH2:17])[CH:15]=2)[CH2:10][CH2:9]1)=[O:7])([CH3:4])([CH3:2])[CH3:3]. (2) Given the reactants [Cl:1][C:2]1[C:3]([F:23])=[C:4]([CH:20]=[CH:21][CH:22]=1)[NH:5][C:6]1[C:15]2[C:10](=[CH:11][C:12]([O:18][CH3:19])=[C:13]([CH:16]=O)[CH:14]=2)[N:9]=[CH:8][N:7]=1.[NH2:24][C:25]1([C:28]([OH:30])=[O:29])[CH2:27][CH2:26]1, predict the reaction product. The product is: [Cl:1][C:2]1[C:3]([F:23])=[C:4]([NH:5][C:6]2[C:15]3[C:10](=[CH:11][C:12]([O:18][CH3:19])=[C:13]([CH2:16][NH:24][C:25]4([C:28]([OH:30])=[O:29])[CH2:27][CH2:26]4)[CH:14]=3)[N:9]=[CH:8][N:7]=2)[CH:20]=[CH:21][CH:22]=1. (3) Given the reactants [F:1][C:2]1[CH:20]=[CH:19][CH:18]=[CH:17][C:3]=1[CH2:4][N:5]1[C:9]2=[N:10][CH:11]=[CH:12][CH:13]=[C:8]2[C:7]([C:14](=[NH:16])[NH2:15])=[N:6]1.O=[C:22]([CH3:28])[CH2:23][C:24](OC)=[O:25], predict the reaction product. The product is: [F:1][C:2]1[CH:20]=[CH:19][CH:18]=[CH:17][C:3]=1[CH2:4][N:5]1[C:9]2=[N:10][CH:11]=[CH:12][CH:13]=[C:8]2[C:7]([C:14]2[N:15]=[C:24]([OH:25])[CH:23]=[C:22]([CH3:28])[N:16]=2)=[N:6]1. (4) Given the reactants [C:1]([C:5]1[CH:10]=[C:9](Cl)[N:8]=[CH:7][N:6]=1)([CH3:4])([CH3:3])[CH3:2].[C:12]1([N:18]2[C:30]3[CH:29]=[CH:28][C:27](B(O)O)=[CH:26][C:25]=3[C:24]3[C:19]2=[CH:20][CH:21]=[CH:22][CH:23]=3)[CH:17]=[CH:16][CH:15]=[CH:14][CH:13]=1.C(=O)([O-])[O-].[Na+].[Na+], predict the reaction product. The product is: [C:1]([C:5]1[CH:10]=[C:9]([C:27]2[CH:28]=[CH:29][C:30]3[N:18]([C:12]4[CH:17]=[CH:16][CH:15]=[CH:14][CH:13]=4)[C:19]4[C:24]([C:25]=3[CH:26]=2)=[CH:23][CH:22]=[CH:21][CH:20]=4)[N:8]=[CH:7][N:6]=1)([CH3:4])([CH3:3])[CH3:2]. (5) Given the reactants Br[CH2:2][C:3](OC(=O)CBr)=[O:4].[NH2:10][C:11]1[CH:12]=[C:13]([CH2:27][N:28]2[CH2:33][CH2:32][O:31][CH2:30][CH2:29]2)[CH:14]=[C:15]2[C:20]=1[N:19]=[CH:18][C:17]([C:21]([O:23][CH2:24][CH3:25])=[O:22])=[C:16]2[OH:26].C(N(CC)CC)C, predict the reaction product. The product is: [N:28]1([CH2:27][C:13]2[CH:14]=[C:15]3[C:16](=[O:26])[C:17]([C:21]([O:23][CH2:24][CH3:25])=[O:22])=[CH:18][N:19]4[CH2:2][C:3](=[O:4])[NH:10][C:11]([CH:12]=2)=[C:20]34)[CH2:29][CH2:30][O:31][CH2:32][CH2:33]1. (6) Given the reactants CI.[I:3][C:4]1[CH:13]=[C:8]([C:9]([O:11][CH3:12])=[O:10])[C:7]([OH:14])=[CH:6][CH:5]=1.[C:15](=O)([O-])[O-].[K+].[K+], predict the reaction product. The product is: [CH3:15][O:14][C:7]1[CH:6]=[CH:5][C:4]([I:3])=[CH:13][C:8]=1[C:9]([O:11][CH3:12])=[O:10]. (7) Given the reactants [CH:1]([C:13]([O:15]CC)=O)([C:8](OCC)=[O:9])[CH2:2][C:3]([O:5][CH2:6]C)=[O:4].C[O-].[Na+].Cl.[CH:22]([NH2:24])=[NH:23].Cl, predict the reaction product. The product is: [OH:15][C:13]1[C:1]([CH2:2][C:3]([O:5][CH3:6])=[O:4])=[C:8]([OH:9])[N:24]=[CH:22][N:23]=1. (8) Given the reactants [Cl:1][C:2]1[CH:3]=[C:4]([C:14](=O)[CH3:15])[CH:5]=[N:6][C:7]=1[O:8][CH2:9][C:10]([F:13])([F:12])[CH3:11].[CH3:17][C:18]([S@:21]([NH2:23])=[O:22])([CH3:20])[CH3:19], predict the reaction product. The product is: [Cl:1][C:2]1[CH:3]=[C:4]([CH:14]([NH:23][S@@:21]([C:18]([CH3:20])([CH3:19])[CH3:17])=[O:22])[CH3:15])[CH:5]=[N:6][C:7]=1[O:8][CH2:9][C:10]([F:13])([F:12])[CH3:11]. (9) The product is: [ClH:1].[CH2:2]([O:4][C:5]1[CH:12]=[CH:11][C:8]([C:9](=[NH:10])[O:19][CH2:17][CH3:18])=[C:7]([O:13][CH:14]([CH3:15])[CH3:16])[CH:6]=1)[CH3:3]. Given the reactants [ClH:1].[CH2:2]([O:4][C:5]1[CH:12]=[CH:11][C:8]([C:9]#[N:10])=[C:7]([O:13][CH:14]([CH3:16])[CH3:15])[CH:6]=1)[CH3:3].[CH2:17]([OH:19])[CH3:18], predict the reaction product.